From a dataset of Catalyst prediction with 721,799 reactions and 888 catalyst types from USPTO. Predict which catalyst facilitates the given reaction. (1) Reactant: [CH3:1][C:2]1[CH:19]=[CH:18][C:5]([CH2:6][CH:7]2[CH2:12][CH2:11][N:10]([C:13](=[O:17])[C:14]([OH:16])=O)[CH2:9][CH2:8]2)=[CH:4][CH:3]=1.[NH2:20][C:21]1[CH:22]=[CH:23][C:24]2[NH:28][S:27](=[O:30])(=[O:29])[CH2:26][C:25]=2[CH:31]=1. Product: [O:29]=[S:27]1(=[O:30])[CH2:26][C:25]2[CH:31]=[C:21]([NH:20][C:14](=[O:16])[C:13]([N:10]3[CH2:9][CH2:8][CH:7]([CH2:6][C:5]4[CH:4]=[CH:3][C:2]([CH3:1])=[CH:19][CH:18]=4)[CH2:12][CH2:11]3)=[O:17])[CH:22]=[CH:23][C:24]=2[NH:28]1. The catalyst class is: 32. (2) Reactant: [C:1]1([CH:7]([NH:9][C:10]2[CH:11]=[C:12]([N:22]3[CH2:27][CH2:26][N:25](C(OC(C)(C)C)=O)[CH2:24][CH2:23]3)[CH:13]=[CH:14][C:15]=2[C:16](=[O:21])[C:17]([F:20])([F:19])[F:18])[CH3:8])[CH:6]=[CH:5][CH:4]=[CH:3][CH:2]=1.[ClH:35]. Product: [ClH:35].[C:1]1([C@H:7]([NH:9][C:10]2[CH:11]=[C:12]([N:22]3[CH2:23][CH2:24][NH:25][CH2:26][CH2:27]3)[CH:13]=[CH:14][C:15]=2[C:16](=[O:21])[C:17]([F:20])([F:18])[F:19])[CH3:8])[CH:6]=[CH:5][CH:4]=[CH:3][CH:2]=1. The catalyst class is: 268. (3) Reactant: [C:1]([O:5][C:6]([N:8]1[CH2:13][CH2:12][N:11]([S:14]([CH2:17][C@H:18]([CH3:29])[C:19]([O:21]CC2C=CC=CC=2)=[O:20])(=[O:16])=[O:15])[CH2:10][CH2:9]1)=[O:7])([CH3:4])([CH3:3])[CH3:2]. Product: [C:1]([O:5][C:6]([N:8]1[CH2:13][CH2:12][N:11]([S:14]([CH2:17][C@H:18]([CH3:29])[C:19]([OH:21])=[O:20])(=[O:16])=[O:15])[CH2:10][CH2:9]1)=[O:7])([CH3:4])([CH3:2])[CH3:3]. The catalyst class is: 43. (4) The catalyst class is: 41. Product: [F:16][C:12]1[CH:13]=[C:14]2[C:9](=[CH:10][CH:11]=1)[N:8]([C:17]([O:19][C:20]([CH3:23])([CH3:22])[CH3:21])=[O:18])[C:7]([C:4]1[O:3][C:2]([NH:24][C:25]3[CH:30]=[CH:29][CH:28]=[C:27]([OH:31])[CH:26]=3)=[N:6][CH:5]=1)=[CH:15]2. Reactant: Cl[C:2]1[O:3][C:4]([C:7]2[N:8]([C:17]([O:19][C:20]([CH3:23])([CH3:22])[CH3:21])=[O:18])[C:9]3[C:14]([CH:15]=2)=[CH:13][C:12]([F:16])=[CH:11][CH:10]=3)=[CH:5][N:6]=1.[NH2:24][C:25]1[CH:26]=[C:27]([OH:31])[CH:28]=[CH:29][CH:30]=1. (5) Reactant: FC(F)(F)S(O[C:7]1[C:16]2[CH2:15][CH2:14][C@H:13]([N:17]([CH2:19][C:20]3[CH:25]=[CH:24][CH:23]=[CH:22][CH:21]=3)[CH3:18])[CH2:12][C:11]=2[CH:10]=[CH:9][CH:8]=1)(=O)=O.[CH3:28][N:29]1[C:33]([CH3:34])=[C:32](B2OC(C)(C)C(C)(C)O2)[C:31]([CH3:44])=[N:30]1.C([O-])([O-])=O.[K+].[K+]. Product: [CH2:19]([N:17]([CH3:18])[C@H:13]1[CH2:14][CH2:15][C:16]2[C:11](=[CH:10][CH:9]=[CH:8][C:7]=2[C:32]2[C:31]([CH3:44])=[N:30][N:29]([CH3:28])[C:33]=2[CH3:34])[CH2:12]1)[C:20]1[CH:25]=[CH:24][CH:23]=[CH:22][CH:21]=1. The catalyst class is: 108. (6) Reactant: [Cl:1][C:2]1[CH:8]=[C:7]([N+:9]([O-:11])=[O:10])[CH:6]=[CH:5][C:3]=1[NH2:4].C(O)(=O)CC.N(OS(=O)(=O)O)=O.[CH:24]([O:26][C:27](=[O:40])[CH:28]([CH3:39])[CH2:29][N:30]([CH2:37][CH3:38])[C:31]1[CH:36]=[CH:35][CH:34]=[CH:33][CH:32]=1)=[CH2:25].S(=O)(=O)(O)[NH2:42]. Product: [CH:24]([O:26][C:27](=[O:40])[CH:28]([CH3:39])[CH2:29][N:30]([C:31]1[CH:36]=[CH:35][C:34]([N:42]=[N:4][C:3]2[CH:5]=[CH:6][C:7]([N+:9]([O-:11])=[O:10])=[CH:8][C:2]=2[Cl:1])=[CH:33][CH:32]=1)[CH2:37][CH3:38])=[CH2:25]. The catalyst class is: 130. (7) Reactant: Cl.[NH2:2][OH:3].C(=O)([O-])O.[Na+].[F:9][C:10]1[CH:11]=[C:12]([N:16]2[C:20]([CH3:21])=[C:19]([C:22](=O)[CH3:23])[CH:18]=[N:17]2)[CH:13]=[CH:14][CH:15]=1. Product: [F:9][C:10]1[CH:11]=[C:12]([N:16]2[C:20]([CH3:21])=[C:19]([C:22](=[N:2][OH:3])[CH3:23])[CH:18]=[N:17]2)[CH:13]=[CH:14][CH:15]=1. The catalyst class is: 97. (8) Reactant: [OH:1][C:2]1[CH:3]=[C:4]([CH:8]=[C:9]([OH:11])[CH:10]=1)[C:5]([OH:7])=[O:6].C(N(CC)CC)C.[C:19](OC(=O)C)(=[O:21])[CH3:20].[O:26]1CC[CH2:28][CH2:27]1. Product: [C:19]([O:1][C:2]1[CH:3]=[C:4]([CH:8]=[C:9]([O:11][C:27](=[O:26])[CH3:28])[CH:10]=1)[C:5]([OH:7])=[O:6])(=[O:21])[CH3:20]. The catalyst class is: 277.